From a dataset of Catalyst prediction with 721,799 reactions and 888 catalyst types from USPTO. Predict which catalyst facilitates the given reaction. (1) The catalyst class is: 4. Product: [CH:1]([N:4]1[CH2:9][CH2:8][CH:7]([O:10][C:11]2[CH:16]=[CH:15][C:14]([C:17]3([CH2:23][NH:24][C:32](=[O:34])[CH3:33])[CH2:18][CH2:19][O:20][CH2:21][CH2:22]3)=[CH:13][CH:12]=2)[CH2:6][CH2:5]1)([CH3:3])[CH3:2]. Reactant: [CH:1]([N:4]1[CH2:9][CH2:8][CH:7]([O:10][C:11]2[CH:16]=[CH:15][C:14]([C:17]3([CH2:23][NH2:24])[CH2:22][CH2:21][O:20][CH2:19][CH2:18]3)=[CH:13][CH:12]=2)[CH2:6][CH2:5]1)([CH3:3])[CH3:2].C(N(CC)CC)C.[C:32](OC(=O)C)(=[O:34])[CH3:33]. (2) Reactant: [F:1][C:2]1[CH:3]=[C:4]([S:8]([NH:11][C@@H:12]([CH2:17][OH:18])[C:13]([O:15][CH3:16])=[O:14])(=[O:10])=[O:9])[CH:5]=[CH:6][CH:7]=1.C([O-])([O-])=O.[K+].[K+].I[CH2:26][CH3:27]. Product: [F:1][C:2]1[CH:3]=[C:4]([S:8]([N:11]([CH2:26][CH3:27])[C@@H:12]([CH2:17][OH:18])[C:13]([O:15][CH3:16])=[O:14])(=[O:9])=[O:10])[CH:5]=[CH:6][CH:7]=1. The catalyst class is: 3. (3) Reactant: [N+:1]([C:4]1[CH:12]=[C:11]2[C:7]([CH2:8][CH2:9][NH:10]2)=[CH:6][CH:5]=1)([O-:3])=[O:2].CCN(CC)CC.[C:20](Cl)(=[O:22])[CH3:21]. Product: [C:20]([N:10]1[C:11]2[C:7](=[CH:6][CH:5]=[C:4]([N+:1]([O-:3])=[O:2])[CH:12]=2)[CH2:8][CH2:9]1)(=[O:22])[CH3:21]. The catalyst class is: 1. (4) Reactant: Cl.C1C2C(COC([N:19]3[CH2:24][C@@H:23]([C:25](=[O:44])[N:26]([CH:41]4[CH2:43][CH2:42]4)[CH2:27][C:28]4[CH:33]=[CH:32][C:31]([CH3:34])=[C:30]([O:35][CH2:36][CH2:37][CH2:38][O:39][CH3:40])[CH:29]=4)[CH2:22][C@@H:21]([NH2:45])[CH2:20]3)=O)C3C(=CC=CC=3)C=2C=CC=1.[CH2:46]([N:53]=[C:54]=[O:55])[C:47]1[CH:52]=[CH:51][CH:50]=[CH:49][CH:48]=1. Product: [CH:41]1([N:26]([CH2:27][C:28]2[CH:33]=[CH:32][C:31]([CH3:34])=[C:30]([O:35][CH2:36][CH2:37][CH2:38][O:39][CH3:40])[CH:29]=2)[C:25]([C@H:23]2[CH2:22][C@@H:21]([NH:45][C:54]([NH:53][CH2:46][C:47]3[CH:52]=[CH:51][CH:50]=[CH:49][CH:48]=3)=[O:55])[CH2:20][NH:19][CH2:24]2)=[O:44])[CH2:42][CH2:43]1. The catalyst class is: 23. (5) Reactant: [Cl:1][C:2]1[CH:3]=[C:4]([N+:11]([O-])=O)[CH:5]=[C:6]2[C:10]=1[NH:9][CH:8]=[CH:7]2. Product: [Cl:1][C:2]1[CH:3]=[C:4]([NH2:11])[CH:5]=[C:6]2[C:10]=1[NH:9][CH:8]=[CH:7]2. The catalyst class is: 50.